From a dataset of Catalyst prediction with 721,799 reactions and 888 catalyst types from USPTO. Predict which catalyst facilitates the given reaction. (1) Reactant: [Cl:1][C:2]1[CH:7]=[C:6](Cl)[CH:5]=[C:4]([CH3:9])[N:3]=1.[CH3:10][C:11]1[N:15]=[C:14]([CH3:16])[NH:13][N:12]=1.C(=O)([O-])[O-].[Cs+].[Cs+]. Product: [Cl:1][C:2]1[CH:7]=[C:6]([N:12]2[C:11]([CH3:10])=[N:15][C:14]([CH3:16])=[N:13]2)[CH:5]=[C:4]([CH3:9])[N:3]=1. The catalyst class is: 39. (2) Reactant: [CH3:1][N:2]([CH:23]([CH3:25])[CH3:24])[C:3]1[C:4]([C:17]2[CH:18]=[N:19][N:20]([CH3:22])[CH:21]=2)=[N:5][C:6]2[C:11]([N:12]=1)=[CH:10][C:9]([C:13]([O:15]C)=[O:14])=[CH:8][CH:7]=2.[OH-].[Na+].O. Product: [CH3:1][N:2]([CH:23]([CH3:25])[CH3:24])[C:3]1[C:4]([C:17]2[CH:18]=[N:19][N:20]([CH3:22])[CH:21]=2)=[N:5][C:6]2[C:11]([N:12]=1)=[CH:10][C:9]([C:13]([OH:15])=[O:14])=[CH:8][CH:7]=2. The catalyst class is: 254.